Task: Predict the reaction yield, written as a fraction of the theoretical maximum amount of product (1.0 means a 100% yield; for example, 0.34 means a 34% yield).. Dataset: Reaction yield outcomes from USPTO patents with 853,638 reactions (1) The reactants are CO.[Br:3][C:4]1[C:9]([N:10]2[CH2:15][CH2:14][C:13](=O)[CH2:12][CH2:11]2)=[CH:8][CH:7]=[C:6]([O:17][CH3:18])[N:5]=1.C(=O)([O-])[O-].[K+].[K+].[Cl-].[OH:26][NH3+:27]. The catalyst is O. The product is [Br:3][C:4]1[C:9]([N:10]2[CH2:15][CH2:14][C:13](=[N:27][OH:26])[CH2:12][CH2:11]2)=[CH:8][CH:7]=[C:6]([O:17][CH3:18])[N:5]=1. The yield is 0.830. (2) The reactants are I[C:2]1[CH:7]=[CH:6][C:5]([I:8])=[CH:4][CH:3]=1.C(N(CC)CC)C.[C:16]([C:18]1[CH:24]=[CH:23][C:21]([NH2:22])=[CH:20][CH:19]=1)#[CH:17]. The catalyst is Cl[Pd](Cl)([P](C1C=CC=CC=1)(C1C=CC=CC=1)C1C=CC=CC=1)[P](C1C=CC=CC=1)(C1C=CC=CC=1)C1C=CC=CC=1.[Cu]I.C1COCC1. The product is [I:8][C:5]1[CH:6]=[CH:7][C:2]([C:17]#[C:16][C:18]2[CH:24]=[CH:23][C:21]([NH2:22])=[CH:20][CH:19]=2)=[CH:3][CH:4]=1. The yield is 0.710. (3) The reactants are [CH3:1][CH2:2][CH2:3][N:4]1[C@H:9]([C:10]([NH:12][C:13]2[C:14]([CH3:20])=[CH:15][CH:16]=[CH:17][C:18]=2[CH3:19])=[O:11])[CH2:8][CH2:7][CH2:6][CH2:5]1.CC(C)=[O:23].[ClH:25]. The catalyst is O. The product is [CH3:1][CH2:2][CH2:3][NH+:4]1[C@H:9]([C:10]([NH:12][C:13]2[C:14]([CH3:20])=[CH:15][CH:16]=[CH:17][C:18]=2[CH3:19])=[O:11])[CH2:8][CH2:7][CH2:6][CH2:5]1.[OH2:23].[Cl-:25]. The yield is 0.930. (4) The reactants are [H-].[Na+].[F:3][C:4]([F:28])([F:27])[O:5][C:6]1[CH:11]=[CH:10][C:9]([N:12]2[CH:16]=[N:15][C:14]([C:17]3[CH:22]=[CH:21][C:20]([C:23](=O)[CH2:24][CH3:25])=[CH:19][CH:18]=3)=[N:13]2)=[CH:8][CH:7]=1.[C:29]([O:32][CH2:33][CH3:34])(=[O:31])[CH3:30]. The catalyst is O.[Pd]. The product is [F:28][C:4]([F:3])([F:27])[O:5][C:6]1[CH:11]=[CH:10][C:9]([N:12]2[CH:16]=[N:15][C:14]([C:17]3[CH:22]=[CH:21][C:20]([CH:23]([CH2:24][CH3:25])[CH2:30][C:29]([O:32][CH2:33][CH3:34])=[O:31])=[CH:19][CH:18]=3)=[N:13]2)=[CH:8][CH:7]=1. The yield is 0.900. (5) The reactants are Br[C:2]1[C:7](=[O:8])[N:6]([CH2:9][C:10]2[CH:15]=[CH:14][C:13]([C:16]3[C:17]([C:22]#[N:23])=[CH:18][CH:19]=[CH:20][CH:21]=3)=[CH:12][CH:11]=2)[C:5]([CH2:24][CH2:25][CH3:26])=[N:4][C:3]=1[CH2:27][CH3:28].[OH:29][CH2:30][C:31]([CH3:41])([CH3:40])[O:32][C:33]1[CH:38]=[CH:37][C:36]([OH:39])=[CH:35][CH:34]=1.[OH-].[K+].CS(C)=O. The catalyst is C(OCC)(=O)C. The product is [CH2:27]([C:3]1[N:4]=[C:5]([CH2:24][CH2:25][CH3:26])[N:6]([CH2:9][C:10]2[CH:15]=[CH:14][C:13]([C:16]3[C:17]([C:22]#[N:23])=[CH:18][CH:19]=[CH:20][CH:21]=3)=[CH:12][CH:11]=2)[C:7](=[O:8])[C:2]=1[O:39][C:36]1[CH:35]=[CH:34][C:33]([O:32][C:31]([CH3:41])([CH3:40])[CH2:30][OH:29])=[CH:38][CH:37]=1)[CH3:28]. The yield is 0.580. (6) The reactants are [Si]([O:8][C:9]1[CH:14]=[C:13]([O:15][Si](C(C)(C)C)(C)C)[CH:12]=[CH:11][C:10]=1[CH:23]1[CH2:28][CH2:27][C:26]([OH:34])([C:29]([O:31][CH2:32][CH3:33])=[O:30])[CH2:25][CH2:24]1)(C(C)(C)C)(C)C. The catalyst is CO. The product is [OH:8][C:9]1[CH:14]=[C:13]([OH:15])[CH:12]=[CH:11][C:10]=1[CH:23]1[CH2:28][CH2:27][C:26]([OH:34])([C:29]([O:31][CH2:32][CH3:33])=[O:30])[CH2:25][CH2:24]1. The yield is 0.340. (7) The catalyst is C1(C)C=CC=CC=1. The reactants are [F:1][C:2]1[CH:3]=[CH:4][C:5]([CH3:17])=[C:6]([CH:8]=[N:9][C:10]([O:12][Si:13]([CH3:16])([CH3:15])[CH3:14])=[CH2:11])[CH:7]=1.[Cl:18][C:19]1[CH:27]=[C:26]2[C:22](/[C:23](=[CH:37]/[C:38]3[CH:43]=[CH:42][CH:41]=[C:40]([Cl:44])[CH:39]=3)/[C:24](=[O:36])[N:25]2[CH2:28][O:29][CH2:30][CH2:31][Si](C)(C)C)=[CH:21][CH:20]=1.CO. The yield is 0.490. The product is [Cl:18][C:19]1[CH:27]=[C:26]2[NH:25][C:24](=[O:36])[C:23]3([CH:37]([C:38]4[CH:43]=[CH:42][CH:41]=[C:40]([Cl:44])[CH:39]=4)[CH2:12][C:10](=[O:11])[NH:9][CH:8]3[C:6]3[CH:7]=[C:2]([F:1])[CH:3]=[CH:4][C:5]=3[CH3:17])[C:22]2=[CH:21][CH:20]=1.[CH3:28][O:29][CH:30]([Si:13]([CH3:14])([CH3:15])[CH3:16])[CH3:31]. (8) The reactants are [N:1]1[CH:6]=[CH:5][CH:4]=[C:3]([C:7]2[CH:8]3[CH2:15][CH:12]([CH2:13][CH:14]=2)[CH2:11][N:10](C(OCC)=O)[CH2:9]3)[CH:2]=1.Cl.[OH-].[Na+]. No catalyst specified. The product is [N:1]1[CH:6]=[CH:5][CH:4]=[C:3]([C:7]2[CH:8]3[CH2:15][CH:12]([CH2:13][CH:14]=2)[CH2:11][NH:10][CH2:9]3)[CH:2]=1. The yield is 0.150. (9) The reactants are [CH3:1][S:2]([C:5]1[CH:10]=[CH:9][C:8]([C:11]2[N:16]=[CH:15][C:14]([CH2:17][NH:18][CH:19]3[CH2:24][CH2:23][N:22]([C:25]([O:27][C:28]([CH3:31])([CH3:30])[CH3:29])=[O:26])[CH2:21][CH2:20]3)=[CH:13][CH:12]=2)=[CH:7][CH:6]=1)(=[O:4])=[O:3].[CH2:32](N(C(C)C)C(C)C)[CH3:33].ICC. The catalyst is CC#N. The product is [CH2:32]([N:18]([CH2:17][C:14]1[CH:15]=[N:16][C:11]([C:8]2[CH:9]=[CH:10][C:5]([S:2]([CH3:1])(=[O:3])=[O:4])=[CH:6][CH:7]=2)=[CH:12][CH:13]=1)[CH:19]1[CH2:24][CH2:23][N:22]([C:25]([O:27][C:28]([CH3:31])([CH3:30])[CH3:29])=[O:26])[CH2:21][CH2:20]1)[CH3:33]. The yield is 0.820.